From a dataset of CYP1A2 inhibition data for predicting drug metabolism from PubChem BioAssay. Regression/Classification. Given a drug SMILES string, predict its absorption, distribution, metabolism, or excretion properties. Task type varies by dataset: regression for continuous measurements (e.g., permeability, clearance, half-life) or binary classification for categorical outcomes (e.g., BBB penetration, CYP inhibition). Dataset: cyp1a2_veith. (1) The compound is CC(C)CO/N=C1/C[C@@H](O)[C@@H](O)[C@@H]2[C@@H]3C(=O)N(C4CCCCC4)C(=O)[C@H]3CC[C@@H]12. The result is 0 (non-inhibitor). (2) The drug is Cc1c(CCC(C)C)c(-n2ccnc2C)n2c(nc3ccccc32)c1C#N. The result is 0 (non-inhibitor). (3) The compound is Cc1ccc(Sc2nc(C)cc(C)c2S(C)(=O)=O)cc1. The result is 1 (inhibitor). (4) The molecule is CNc1nc(C)cc(C)c1S(=O)(=O)c1ccc(C)cc1. The result is 0 (non-inhibitor). (5) The molecule is C[C@@]12CCC(=O)C=C1CC[C@@H]1[C@@H]2CC[C@@]2(C)[C@H](C(=O)CO)CC[C@H]12. The result is 0 (non-inhibitor).